From a dataset of Catalyst prediction with 721,799 reactions and 888 catalyst types from USPTO. Predict which catalyst facilitates the given reaction. Reactant: [CH2:1]([O:3][C:4](=[O:9])[CH2:5][C:6]([O-:8])=O)[CH3:2].N1C=CC=CC=1C1C=CC=CN=1.[Li]CCCC.[Cl:27][C:28]1[CH:29]=[C:30]([CH:34]=[CH:35][C:36]=1[F:37])C(Cl)=O. Product: [Cl:27][C:28]1[CH:29]=[C:30]([C:6](=[O:8])[CH2:5][C:4]([O:3][CH2:1][CH3:2])=[O:9])[CH:34]=[CH:35][C:36]=1[F:37]. The catalyst class is: 1.